From a dataset of Full USPTO retrosynthesis dataset with 1.9M reactions from patents (1976-2016). Predict the reactants needed to synthesize the given product. (1) Given the product [F:1][C:2]1[C:7]([F:8])=[CH:6][CH:5]=[CH:4][C:3]=1[C:9]1[N:17]=[C:12]2[CH:13]=[N:14][N:15]([CH2:19][C:20]3[O:21][C:22]([C:25]4[CH:30]=[CH:29][C:28]([O:31][CH3:32])=[CH:27][CH:26]=4)=[N:23][N:24]=3)[CH:16]=[C:11]2[N:10]=1, predict the reactants needed to synthesize it. The reactants are: [F:1][C:2]1[C:7]([F:8])=[CH:6][CH:5]=[CH:4][C:3]=1[C:9]1[N:17]=[C:12]2[CH:13]=[N:14][NH:15][CH:16]=[C:11]2[N:10]=1.Cl[CH2:19][C:20]1[O:21][C:22]([C:25]2[CH:30]=[CH:29][C:28]([O:31][CH3:32])=[CH:27][CH:26]=2)=[N:23][N:24]=1. (2) Given the product [CH:40]1([C:30]2[C:31]3[C:36](=[CH:35][C:34]([C:37]([OH:39])=[O:38])=[CH:33][CH:32]=3)[N:28]3[CH2:27][CH2:26][CH2:25][CH2:24][C:21](=[O:22])[C:29]=23)[CH2:45][CH2:44][CH2:43][CH2:42][CH2:41]1, predict the reactants needed to synthesize it. The reactants are: C(O)(C(F)(F)F)=O.C(OC(C(F)(F)F)=O)(C(F)(F)F)=O.[C:21]([CH2:24][CH2:25][CH2:26][CH2:27][N:28]1[C:36]2[C:31](=[CH:32][CH:33]=[C:34]([C:37]([OH:39])=[O:38])[CH:35]=2)[C:30]([CH:40]2[CH2:45][CH2:44][CH2:43][CH2:42][CH2:41]2)=[CH:29]1)(O)=[O:22]. (3) The reactants are: [O:1]1[CH2:6][CH2:5][CH:4]([C:7]([OH:9])=O)[CH2:3][CH2:2]1.C1N=CN(C(N2C=NC=C2)=O)C=1.Cl.[CH3:23][NH:24][O:25][CH3:26]. Given the product [CH3:26][O:25][N:24]([CH3:23])[C:7]([CH:4]1[CH2:3][CH2:2][O:1][CH2:6][CH2:5]1)=[O:9], predict the reactants needed to synthesize it. (4) Given the product [NH:1]1[C:5]2=[N:6][CH:7]=[N:8][C:9]([C:10]3[C:11]([NH:16][C:17]4[C:26]([CH3:27])=[CH:25][CH:24]=[C:23]5[C:18]=4[CH:19]=[CH:20][N:21]=[C:22]5[NH:29][C:30]4[CH:37]=[CH:36][C:33]([C:34]#[N:35])=[CH:32][CH:31]=4)=[N:12][CH:13]=[CH:14][CH:15]=3)=[C:4]2[CH:3]=[N:2]1, predict the reactants needed to synthesize it. The reactants are: [NH:1]1[C:5]2=[N:6][CH:7]=[N:8][C:9]([C:10]3[C:11]([NH:16][C:17]4[C:18]5[CH:19]=[CH:20][N:21]=[C:22](Cl)[C:23]=5[CH:24]=[CH:25][C:26]=4[CH3:27])=[N:12][CH:13]=[CH:14][CH:15]=3)=[C:4]2[CH:3]=[N:2]1.[NH2:29][C:30]1[CH:37]=[CH:36][C:33]([C:34]#[N:35])=[CH:32][CH:31]=1.CN(C1C(C2C(P(C3CCCCC3)C3CCCCC3)=CC=CC=2)=CC=CC=1)C.C[Si]([N-][Si](C)(C)C)(C)C.[Li+]. (5) Given the product [CH3:41][C:23]([C:20]1[CH:21]=[CH:22][C:17]([C:14]2[N:13]=[C:12]([CH2:11][OH:10])[O:16][N:15]=2)=[CH:18][CH:19]=1)([C:27]1[CH:32]=[CH:31][C:30]([O:33][CH2:34][C:35]2[CH:40]=[CH:39][CH:38]=[CH:37][N:36]=2)=[CH:29][N:28]=1)[CH:24]([CH3:26])[CH3:25], predict the reactants needed to synthesize it. The reactants are: C(=O)([O-])[O-].[K+].[K+].C([O:10][CH2:11][C:12]1[O:16][N:15]=[C:14]([C:17]2[CH:22]=[CH:21][C:20]([C:23]([CH3:41])([C:27]3[CH:32]=[CH:31][C:30]([O:33][CH2:34][C:35]4[CH:40]=[CH:39][CH:38]=[CH:37][N:36]=4)=[CH:29][N:28]=3)[CH:24]([CH3:26])[CH3:25])=[CH:19][CH:18]=2)[N:13]=1)(=O)C.C(=O)(O)[O-].[Na+]. (6) Given the product [NH2:31][C:13](=[O:14])[C@@H:12]([NH:11][C:9](=[O:10])[O:8][CH2:1][C:2]1[CH:7]=[CH:6][CH:5]=[CH:4][CH:3]=1)[CH2:16][O:17][C:18]([CH3:21])([CH3:20])[CH3:19], predict the reactants needed to synthesize it. The reactants are: [CH2:1]([O:8][C:9]([NH:11][CH:12]([CH2:16][O:17][C:18]([CH3:21])([CH3:20])[CH3:19])[C:13](O)=[O:14])=[O:10])[C:2]1[CH:7]=[CH:6][CH:5]=[CH:4][CH:3]=1.ClC(OCC(C)C)=O.C[N:31]1CCOCC1.[OH-].[NH4+]. (7) Given the product [NH2:16][C:6]([C:1]1[S:5][CH:4]=[CH:3][CH:2]=1)=[CH:8][C:9]([O:11][CH3:12])=[O:10], predict the reactants needed to synthesize it. The reactants are: [C:1]1([C:6]([CH2:8][C:9]([O:11][CH3:12])=[O:10])=O)[S:5][CH:4]=[CH:3][CH:2]=1.C([O-])=O.[NH4+:16].